Dataset: Peptide-MHC class II binding affinity with 134,281 pairs from IEDB. Task: Regression. Given a peptide amino acid sequence and an MHC pseudo amino acid sequence, predict their binding affinity value. This is MHC class II binding data. (1) The peptide sequence is EKPGNRNPYENLLYK. The MHC is DRB1_0901 with pseudo-sequence DRB1_0901. The binding affinity (normalized) is 0.224. (2) The peptide sequence is IWYMWLGARYLEFEAKK. The MHC is HLA-DQA10102-DQB10501 with pseudo-sequence HLA-DQA10102-DQB10501. The binding affinity (normalized) is 0.